The task is: Binary Classification. Given a drug SMILES string, predict its activity (active/inactive) in a high-throughput screening assay against a specified biological target.. This data is from Cav3 T-type calcium channel HTS with 100,875 compounds. (1) The molecule is O=C(NC(CC)CC)c1cc(OC)c(OC)c(OC)c1. The result is 0 (inactive). (2) The compound is S(CCC)C=1SC(=O)C(/N1)=C/C=C\c1occc1. The result is 0 (inactive). (3) The drug is S1C(Cc2cc(SC(F)F)ccc2)C(=O)N=C1N\N=C\c1ncccc1. The result is 0 (inactive). (4) The compound is S(c1n(c(=O)c2C3(CCCC3)Cc3c(c2n1)cccc3)CC)CC(=O)N. The result is 0 (inactive).